This data is from Reaction yield outcomes from USPTO patents with 853,638 reactions. The task is: Predict the reaction yield, written as a fraction of the theoretical maximum amount of product (1.0 means a 100% yield; for example, 0.34 means a 34% yield). (1) The reactants are [OH:1][C:2]1[CH:10]=[CH:9][C:5]([C:6]([OH:8])=O)=[CH:4][C:3]=1[O:11][CH3:12].[NH2:13][C:14]1[CH:19]=[CH:18][C:17]([S:20]([F:25])([F:24])([F:23])([F:22])[F:21])=[CH:16][CH:15]=1.C(OC1C=C(C=C(OCC2C=CC=CC=2)C=1OCC1C=CC=CC=1)C(O)=O)C1C=CC=CC=1.NC1C=C(S(F)(F)(F)(F)F)C=CC=1. The yield is 0.100. No catalyst specified. The product is [OH:1][C:2]1[CH:10]=[CH:9][C:5]([C:6]([NH:13][C:14]2[CH:19]=[CH:18][C:17]([S:20]([F:25])([F:21])([F:22])([F:23])[F:24])=[CH:16][CH:15]=2)=[O:8])=[CH:4][C:3]=1[O:11][CH3:12]. (2) The reactants are [H-].[Al+3].[Li+].[H-].[H-].[H-].[N:7]1([CH2:12][CH2:13][CH2:14][O:15][C:16]2[CH:21]=[CH:20][C:19]([C:22]3([C:28](OC)=[O:29])[CH2:27][CH2:26][O:25][CH2:24][CH2:23]3)=[CH:18][CH:17]=2)[CH2:11][CH2:10][CH2:9][CH2:8]1.O. The yield is 0.940. The catalyst is O1CCCC1. The product is [N:7]1([CH2:12][CH2:13][CH2:14][O:15][C:16]2[CH:21]=[CH:20][C:19]([C:22]3([CH2:28][OH:29])[CH2:23][CH2:24][O:25][CH2:26][CH2:27]3)=[CH:18][CH:17]=2)[CH2:11][CH2:10][CH2:9][CH2:8]1. (3) The reactants are [Br:1][C:2]1[CH:3]=[C:4]([CH3:20])[C:5]2[N:9]=[C:8]([C:10]3[C:11]([O:17]C)=[N:12][CH:13]=[CH:14][C:15]=3I)[NH:7][C:6]=2[CH:19]=1.[ClH:21]. The catalyst is O1CCOCC1. The product is [Br:1][C:2]1[CH:3]=[C:4]([CH3:20])[C:5]2[N:9]=[C:8]([C:10]3[C:11](=[O:17])[NH:12][CH:13]=[CH:14][C:15]=3[Cl:21])[NH:7][C:6]=2[CH:19]=1. The yield is 1.00. (4) The yield is 0.780. The catalyst is C(Cl)Cl. The reactants are [Br:1][C:2]1[C:11]2[C:6](=[CH:7][CH:8]=[CH:9][CH:10]=2)[C:5]([C:12]2[CH:17]=[CH:16][C:15]([O:18]C)=[CH:14][CH:13]=2)=[CH:4][CH:3]=1.B(Br)(Br)Br.O. The product is [Br:1][C:2]1[C:11]2[C:6](=[CH:7][CH:8]=[CH:9][CH:10]=2)[C:5]([C:12]2[CH:13]=[CH:14][C:15]([OH:18])=[CH:16][CH:17]=2)=[CH:4][CH:3]=1. (5) The reactants are [CH2:1]([O:3][C:4](=[O:18])[C:5]([O:8][C:9]1[CH:17]=[CH:16][CH:15]=[C:14]2[C:10]=1[CH:11]=[CH:12][NH:13]2)([CH3:7])[CH3:6])[CH3:2].[OH-].[K+].CS(C)=O.Br[CH2:26][CH2:27][CH2:28][Cl:29]. The catalyst is O. The product is [CH2:1]([O:3][C:4](=[O:18])[C:5]([O:8][C:9]1[CH:17]=[CH:16][CH:15]=[C:14]2[C:10]=1[CH:11]=[CH:12][N:13]2[CH2:26][CH2:27][CH2:28][Cl:29])([CH3:7])[CH3:6])[CH3:2]. The yield is 0.970.